From a dataset of Volume of distribution at steady state (VDss) regression data from Lombardo et al.. Regression/Classification. Given a drug SMILES string, predict its absorption, distribution, metabolism, or excretion properties. Task type varies by dataset: regression for continuous measurements (e.g., permeability, clearance, half-life) or binary classification for categorical outcomes (e.g., BBB penetration, CYP inhibition). For this dataset (vdss_lombardo), we predict log10(VDss) (log10 of volume of distribution in L/kg). (1) The molecule is COc1ccnc(CS(=O)c2nc3ccc(OC(F)F)cc3[nH]2)c1OC. The log10(VDss) is -0.770. (2) The molecule is CCOP(=O)(OCC)C(NC(=O)C1(O)C(O)C2(CC)C=CC[NH+]3CCC4(c5cc(C6(C(=O)OC)CC7CN(CCc8c6[nH]c6ccccc86)CC(O)(CC)C7)c(OC)cc5N(C)C14)C32)C(C)C. The log10(VDss) is 0.670. (3) The molecule is C/C(=C\c1csc(C)n1)C1CC2OC2(C)CCCC(C)C(O)C(C)C(=O)C(C)(C)C(O)CC(=O)O1. The log10(VDss) is 1.16. (4) The molecule is CC(CS)C(=O)N1CCCC1C(=O)[O-]. The log10(VDss) is -0.120.